Task: Predict the reactants needed to synthesize the given product.. Dataset: Full USPTO retrosynthesis dataset with 1.9M reactions from patents (1976-2016) (1) Given the product [OH:20][C:17]1[CH:16]=[CH:15][C:14]([C@@H:10]2[O:11][CH2:12][CH2:13][N:8]([C:29]([O:31][C:32]([CH3:33])([CH3:34])[CH3:35])=[O:30])[CH2:9]2)=[CH:19][CH:18]=1, predict the reactants needed to synthesize it. The reactants are: C([N:8]1[CH2:13][CH2:12][O:11][C@@H:10]([C:14]2[CH:19]=[CH:18][C:17]([OH:20])=[CH:16][CH:15]=2)[CH2:9]1)C1C=CC=CC=1.[C:32]([O:31][C:29](O[C:29]([O:31][C:32]([CH3:35])([CH3:34])[CH3:33])=[O:30])=[O:30])([CH3:35])([CH3:34])[CH3:33]. (2) Given the product [Cl:6][C:7]1[C:8]([CH2:17][O:18][CH:19]2[CH2:20][CH2:21][CH:22]([C:25]([F:27])([F:26])[F:28])[CH2:23][CH2:24]2)=[CH:9][C:10]2[O:14][N:13]=[C:12]([NH:15][S:2]([CH3:1])(=[O:4])=[O:3])[C:11]=2[CH:16]=1, predict the reactants needed to synthesize it. The reactants are: [CH3:1][S:2](Cl)(=[O:4])=[O:3].[Cl:6][C:7]1[C:8]([CH2:17][O:18][CH:19]2[CH2:24][CH2:23][CH:22]([C:25]([F:28])([F:27])[F:26])[CH2:21][CH2:20]2)=[CH:9][C:10]2[O:14][N:13]=[C:12]([NH2:15])[C:11]=2[CH:16]=1.C(N(CC)CC)C. (3) Given the product [C:20]([O:24][C:25](=[O:32])[NH:26][C@H:27]1[CH2:31][CH2:30][N:29]([C:9]2[C:8]3=[C:15]4[C:12]([C:13](=[O:14])[N:2]([NH2:1])[C:3](=[O:19])[N:4]4[CH:5]([CH3:18])[CH2:6][O:7]3)=[CH:11][C:10]=2[F:16])[CH2:28]1)([CH3:23])([CH3:21])[CH3:22], predict the reactants needed to synthesize it. The reactants are: [NH2:1][N:2]1[C:13](=[O:14])[C:12]2[C:15]3[N:4]([CH:5]([CH3:18])[CH2:6][O:7][C:8]=3[C:9](F)=[C:10]([F:16])[CH:11]=2)[C:3]1=[O:19].[C:20]([O:24][C:25](=[O:32])[NH:26][C@H:27]1[CH2:31][CH2:30][NH:29][CH2:28]1)([CH3:23])([CH3:22])[CH3:21].C(N(CC)CC)C. (4) The reactants are: [H-].[Na+].[CH3:3][C:4]1[CH:11]=[CH:10][C:7]([CH2:8]Br)=[CH:6][CH:5]=1.[F:12][C@@H:13]1[CH:17]([O:18][CH3:19])[O:16][C@H:15]([CH2:20][OH:21])[C@H:14]1[OH:22].CO. Given the product [F:12][C@H:13]1[C@H:14]([O:22][CH2:8][C:7]2[CH:10]=[CH:11][C:4]([CH3:3])=[CH:5][CH:6]=2)[C@@H:15]([CH2:20][O:21][CH2:3][C:4]2[CH:11]=[CH:10][C:7]([CH3:8])=[CH:6][CH:5]=2)[O:16][CH:17]1[O:18][CH3:19], predict the reactants needed to synthesize it. (5) Given the product [CH:21]1([N:3]2[CH2:2][CH2:1][C:7]3[CH:8]=[CH:9][C:10]([C:12]([O:14][CH2:15][CH3:16])=[O:13])=[CH:11][C:6]=3[CH2:5][CH2:4]2)[CH2:24][CH2:23][CH2:22]1, predict the reactants needed to synthesize it. The reactants are: [CH2:1]1[C:7]2[CH:8]=[CH:9][C:10]([C:12]([O:14][CH2:15][CH3:16])=[O:13])=[CH:11][C:6]=2[CH2:5][CH2:4][NH:3][CH2:2]1.C(O)(=O)C.[C:21]1(=O)[CH2:24][CH2:23][CH2:22]1.C(O[BH-](OC(=O)C)OC(=O)C)(=O)C.[Na+]. (6) Given the product [C:1]([C:3]1[CH:8]=[CH:7][C:6]([C:9]2[C:14]([S:15][C:16]([CH3:23])([CH3:22])[C:17]([OH:19])=[O:18])=[CH:13][CH:12]=[CH:11][N:10]=2)=[CH:5][CH:4]=1)#[N:2], predict the reactants needed to synthesize it. The reactants are: [C:1]([C:3]1[CH:8]=[CH:7][C:6]([C:9]2[C:14]([S:15][C:16]([CH3:23])([CH3:22])[C:17]([O:19]CC)=[O:18])=[CH:13][CH:12]=[CH:11][N:10]=2)=[CH:5][CH:4]=1)#[N:2].[OH-].[Na+]. (7) Given the product [CH2:1]([N:7]1[C:14](=[O:15])[CH:13]2[CH:9]([C:12]2([CH:25]([CH3:27])[CH3:26])[C:16]2[CH:21]=[CH:20][CH:19]=[C:18]([N+:22]([O-:24])=[O:23])[CH:17]=2)[C:8]1=[O:28])[CH2:2][CH2:3][CH2:4][CH2:5][CH3:6], predict the reactants needed to synthesize it. The reactants are: [CH2:1]([N:7]1[C:14](=[O:15])[CH:13]2[CH:9](N=N[C:12]2([CH:25]([CH3:27])[CH3:26])[C:16]2[CH:21]=[CH:20][CH:19]=[C:18]([N+:22]([O-:24])=[O:23])[CH:17]=2)[C:8]1=[O:28])[CH2:2][CH2:3][CH2:4][CH2:5][CH3:6].